The task is: Predict the reactants needed to synthesize the given product.. This data is from Full USPTO retrosynthesis dataset with 1.9M reactions from patents (1976-2016). (1) Given the product [CH:1]#[C:2][CH2:3][NH:4][C@H:5]1[C:13]2[CH:12]=[CH:11][CH:10]=[CH:9][C:8]=2[CH2:7][CH2:6]1, predict the reactants needed to synthesize it. The reactants are: [CH:1]#[C:2][CH2:3][NH:4][C@H:5]1[C:13]2[C:8](=[CH:9][CH:10]=[CH:11][CH:12]=2)[CH2:7][CH2:6]1.[CH:1]#[C:2][CH2:3][NH:4][C@H:5]1[C:13]2[C:8](=[CH:9][CH:10]=[CH:11][CH:12]=2)[CH2:7][CH2:6]1.[C@H](O)(C(O)=O)[C@@H](O)C(O)=O.O.[OH-].[Na+]. (2) Given the product [CH2:22]([N:7]1[C:8]2[C:4](=[CH:3][C:2]([CH3:1])=[CH:10][CH:9]=2)[CH:5]=[C:6]1[C:11]([O:13][CH2:14][CH3:15])=[O:12])[CH:23]([CH3:25])[CH3:24], predict the reactants needed to synthesize it. The reactants are: [CH3:1][C:2]1[CH:3]=[C:4]2[C:8](=[CH:9][CH:10]=1)[NH:7][C:6]([C:11]([O:13][CH2:14][CH3:15])=[O:12])=[CH:5]2.C(=O)([O-])[O-].[K+].[K+].[CH2:22](I)[CH:23]([CH3:25])[CH3:24].C(OCC)(=O)C. (3) Given the product [CH3:36][C:37]1([CH3:39])[N:17]=[C:16]([NH:15][CH2:14][C:13]2[CH:12]=[CH:11][C:10]([S:6](=[O:8])(=[O:9])[NH2:7])=[CH:35][CH:34]=2)[NH:18][C:19]([NH:21][CH2:22][CH2:23][CH2:24][CH2:25][CH2:26][CH2:27][CH2:28][CH2:29][CH2:30][CH2:31][CH2:32][CH3:33])=[N:20]1, predict the reactants needed to synthesize it. The reactants are: CO.Cl.Cl.Cl.[S:6]([C:10]1[CH:35]=[CH:34][C:13]([CH2:14][NH:15][C:16]([NH:18][C:19]([NH:21][CH2:22][CH2:23][CH2:24][CH2:25][CH2:26][CH2:27][CH2:28][CH2:29][CH2:30][CH2:31][CH2:32][CH3:33])=[NH:20])=[NH:17])=[CH:12][CH:11]=1)(=[O:9])(=[O:8])[NH2:7].[CH3:36][C:37]([CH3:39])=O. (4) The reactants are: Br[C:2](P(=O)(OCC)OCC)([F:4])[F:3].[OH:13][C:14]1[CH:15]=[C:16]2[C:20](=[CH:21][CH:22]=1)[N:19]([C:23]([O:25][C:26]([CH3:29])([CH3:28])[CH3:27])=[O:24])[N:18]=[C:17]2[I:30].[OH-].[K+]. Given the product [F:3][CH:2]([F:4])[O:13][C:14]1[CH:15]=[C:16]2[C:20](=[CH:21][CH:22]=1)[N:19]([C:23]([O:25][C:26]([CH3:27])([CH3:29])[CH3:28])=[O:24])[N:18]=[C:17]2[I:30], predict the reactants needed to synthesize it. (5) Given the product [NH2:8][CH2:9][C:10]([OH:12])=[O:11].[CH2:13]([OH:20])[C:14]([NH2:19])([CH2:17][OH:18])[CH2:15][OH:16].[ClH:40].[OH:23][C:22]([CH:24]([C:26]1[CH:39]=[CH:38][CH:37]=[C:28]([C:29]([C:31]2[CH:32]=[CH:33][CH:34]=[CH:35][CH:36]=2)=[O:30])[CH:27]=1)[CH3:25])=[O:21], predict the reactants needed to synthesize it. The reactants are: C([NH:8][CH2:9][C:10]([OH:12])=[O:11])(OC(C)(C)C)=O.[CH2:13]([OH:20])[C:14]([NH2:19])([CH2:17][OH:18])[CH2:15][OH:16].[OH:21][C:22]([CH:24]([C:26]1[CH:39]=[CH:38][CH:37]=[C:28]([C:29]([C:31]2[CH:36]=[CH:35][CH:34]=[CH:33][CH:32]=2)=[O:30])[CH:27]=1)[CH3:25])=[O:23].[ClH:40].C(OCC)(=O)C.C(OCC)C. (6) Given the product [CH3:1][C@@:2]1([CH2:13][N:14]2[CH2:15][CH2:16][N:17]([C:20]([O:22][CH2:23][C:24]3[CH:25]=[C:26]4[C:30](=[CH:31][CH:32]=3)[N:29]([CH3:36])[C:28](=[O:33])[C:27]4([CH3:35])[CH3:34])=[O:21])[CH2:18][CH2:19]2)[O:6][C:5]2=[N:7][C:8]([N+:10]([O-:12])=[O:11])=[CH:9][N:4]2[CH2:3]1, predict the reactants needed to synthesize it. The reactants are: [CH3:1][C@@:2]1([CH2:13][N:14]2[CH2:19][CH2:18][N:17]([C:20]([O:22][CH2:23][C:24]3[CH:25]=[C:26]4[C:30](=[CH:31][CH:32]=3)[NH:29][C:28](=[O:33])[C:27]4([CH3:35])[CH3:34])=[O:21])[CH2:16][CH2:15]2)[O:6][C:5]2=[N:7][C:8]([N+:10]([O-:12])=[O:11])=[CH:9][N:4]2[CH2:3]1.[CH3:36]N(C=O)C.[H-].[Na+].CI. (7) Given the product [CH3:1][O:2][C:3]1[CH:8]=[CH:7][CH:6]=[CH:5][C:4]=1[CH:9]([C:10]1[NH:15][CH2:14][CH2:13][N:11]=1)[CH3:12], predict the reactants needed to synthesize it. The reactants are: [CH3:1][O:2][C:3]1[CH:8]=[CH:7][CH:6]=[CH:5][C:4]=1[CH:9]([CH3:12])[C:10]#[N:11].[CH2:13](N)[CH2:14][NH2:15]. (8) Given the product [NH2:14][C:11]1[CH:12]=[CH:13][C:8]([CH2:7][N:4]2[CH2:5][CH2:6][C@H:2]([NH:1][S:31]([C:27]3[CH:26]=[CH:25][C:24]4[C:29](=[CH:30][C:21]([O:20][CH3:19])=[CH:22][CH:23]=4)[CH:28]=3)(=[O:33])=[O:32])[C:3]2=[O:18])=[CH:9][C:10]=1[N+:15]([O-:17])=[O:16], predict the reactants needed to synthesize it. The reactants are: [NH2:1][C@H:2]1[CH2:6][CH2:5][N:4]([CH2:7][C:8]2[CH:13]=[CH:12][C:11]([NH2:14])=[C:10]([N+:15]([O-:17])=[O:16])[CH:9]=2)[C:3]1=[O:18].[CH3:19][O:20][C:21]1[CH:30]=[C:29]2[C:24]([CH:25]=[CH:26][C:27]([S:31](Cl)(=[O:33])=[O:32])=[CH:28]2)=[CH:23][CH:22]=1. (9) Given the product [CH2:1]([O:8][C:9]1[C:14]([CH:15]=[N:20][OH:21])=[CH:13][N:12]=[C:11]([S:17][CH3:18])[N:10]=1)[C:2]1[CH:7]=[CH:6][CH:5]=[CH:4][CH:3]=1, predict the reactants needed to synthesize it. The reactants are: [CH2:1]([O:8][C:9]1[C:14]([CH:15]=O)=[CH:13][N:12]=[C:11]([S:17][CH3:18])[N:10]=1)[C:2]1[CH:7]=[CH:6][CH:5]=[CH:4][CH:3]=1.Cl.[NH2:20][OH:21].C(OCC)(=O)C.O. (10) The reactants are: [CH3:1][CH:2]1[CH2:7][CH2:6][CH2:5][CH2:4][CH:3]1[NH:8][C:9]1[N:14]=[C:13]([OH:15])[CH:12]=[CH:11][C:10]=1[N+:16]([O-])=O.[CH3:19]OC(OC)OC.C(O)(C(F)(F)F)=O. Given the product [CH3:1][CH:2]1[CH2:7][CH2:6][CH2:5][CH2:4][CH:3]1[N:8]1[C:9]2=[N:14][C:13]([OH:15])=[CH:12][CH:11]=[C:10]2[N:16]=[CH:19]1, predict the reactants needed to synthesize it.